Dataset: Reaction yield outcomes from USPTO patents with 853,638 reactions. Task: Predict the reaction yield, written as a fraction of the theoretical maximum amount of product (1.0 means a 100% yield; for example, 0.34 means a 34% yield). (1) The reactants are [Br:1][C:2]1[CH:3]=[C:4]2[C:10]([I:11])=[N:9][NH:8][C:5]2=[N:6][CH:7]=1.[H-].[Na+].[CH3:14][O:15][CH2:16][CH2:17][O:18][CH2:19]Cl.BrC1C=C2C(I)N(COCCOC)NC2=NC=1. The catalyst is [I-].C([N+](CCCC)(CCCC)CCCC)CCC.CN(C=O)C. The product is [Br:1][C:2]1[CH:3]=[C:4]2[C:10]([I:11])=[N:9][N:8]([CH2:14][O:15][CH2:16][CH2:17][O:18][CH3:19])[C:5]2=[N:6][CH:7]=1. The yield is 0.740. (2) The reactants are [BH4-].[Na+].[CH3:3][O:4][C:5]1[CH:6]=[C:7]([N:14]2[CH2:19][CH2:18][CH:17]([N:20]3[CH2:25][CH2:24][N:23]([CH2:26][CH2:27][S:28]([CH3:31])(=[O:30])=[O:29])[CH2:22][CH2:21]3)[CH2:16][CH2:15]2)[CH:8]=[CH:9][C:10]=1[N+:11]([O-])=O.CO. The catalyst is O.O.O.O.O.O.[Ni](Cl)Cl.C1COCC1. The product is [CH3:3][O:4][C:5]1[CH:6]=[C:7]([N:14]2[CH2:19][CH2:18][CH:17]([N:20]3[CH2:21][CH2:22][N:23]([CH2:26][CH2:27][S:28]([CH3:31])(=[O:30])=[O:29])[CH2:24][CH2:25]3)[CH2:16][CH2:15]2)[CH:8]=[CH:9][C:10]=1[NH2:11]. The yield is 0.680. (3) The reactants are [CH3:1][C:2]1[N:29]=[C:5]2[NH:6][C:7](=[O:28])[C:8]([CH2:13][C:14]3[CH:19]=[CH:18][C:17]([C:20]4[C:21]([C:26]#[N:27])=[CH:22][CH:23]=[CH:24][CH:25]=4)=[CH:16][CH:15]=3)=[C:9]([CH2:10][CH2:11][CH3:12])[N:4]2[N:3]=1.[H-].[Na+].CN(C)C=O.Cl[CH2:38][C:39](=[O:41])[CH3:40]. The catalyst is C(OCC)(=O)C. The product is [CH3:1][C:2]1[N:29]=[C:5]2[N:6]([CH2:38][C:39](=[O:41])[CH3:40])[C:7](=[O:28])[C:8]([CH2:13][C:14]3[CH:19]=[CH:18][C:17]([C:20]4[C:21]([C:26]#[N:27])=[CH:22][CH:23]=[CH:24][CH:25]=4)=[CH:16][CH:15]=3)=[C:9]([CH2:10][CH2:11][CH3:12])[N:4]2[N:3]=1. The yield is 0.140. (4) The reactants are [Br:1][C:2]1[CH:3]=[CH:4][C:5]([O:9][CH2:10][CH2:11][N:12]([CH3:14])[CH3:13])=[C:6]([CH:8]=1)[NH2:7].C(N(C(C)C)CC)(C)C.[C:24](Cl)(=[O:27])[CH:25]=[CH2:26]. The catalyst is ClCCl. The product is [Br:1][C:2]1[CH:3]=[CH:4][C:5]([O:9][CH2:10][CH2:11][N:12]([CH3:14])[CH3:13])=[C:6]([NH:7][C:24](=[O:27])[CH:25]=[CH2:26])[CH:8]=1. The yield is 0.500. (5) The reactants are Br[C:2]1[S:3][C:4]([S:8]([NH:11][C:12]2[N:17]=[C:16]([NH:18][C:19](=[O:25])[O:20][C:21]([CH3:24])([CH3:23])[CH3:22])[CH:15]=[C:14]([CH3:26])[CH:13]=2)(=[O:10])=[O:9])=[C:5]([CH3:7])[N:6]=1.[C:27]([C:29]1[CH:34]=[CH:33][C:32](B(O)O)=[CH:31][CH:30]=1)#[N:28].C(=O)([O-])[O-].[Cs+].[Cs+]. The catalyst is C(COC)OC.O. The product is [C:27]([C:29]1[CH:34]=[CH:33][C:32]([C:2]2[S:3][C:4]([S:8]([NH:11][C:12]3[N:17]=[C:16]([NH:18][C:19](=[O:25])[O:20][C:21]([CH3:24])([CH3:23])[CH3:22])[CH:15]=[C:14]([CH3:26])[CH:13]=3)(=[O:10])=[O:9])=[C:5]([CH3:7])[N:6]=2)=[CH:31][CH:30]=1)#[N:28]. The yield is 0.330. (6) The reactants are [C:1](Cl)(=[O:7])[CH2:2][CH2:3][CH2:4][CH2:5][CH3:6].[C:9]([C:13]1[CH:39]=[CH:38][C:16]([CH2:17][O:18][C:19]2[CH:20]=[C:21]([CH:35]=[CH:36][CH:37]=2)[C:22]([NH:24][C:25]2[CH:30]=[CH:29][CH:28]=[CH:27][C:26]=2[S:31](=[O:34])(=[O:33])[NH2:32])=[O:23])=[CH:15][CH:14]=1)([CH3:12])([CH3:11])[CH3:10]. The catalyst is CN(C)C1C=CN=CC=1.O1CCCC1. The product is [C:9]([C:13]1[CH:39]=[CH:38][C:16]([CH2:17][O:18][C:19]2[CH:20]=[C:21]([CH:35]=[CH:36][CH:37]=2)[C:22]([NH:24][C:25]2[CH:30]=[CH:29][CH:28]=[CH:27][C:26]=2[S:31]([NH:32][C:1](=[O:7])[CH2:2][CH2:3][CH2:4][CH2:5][CH3:6])(=[O:34])=[O:33])=[O:23])=[CH:15][CH:14]=1)([CH3:12])([CH3:10])[CH3:11]. The yield is 0.910. (7) The reactants are C(N(CC)CC)C.Cl.O.O=[C:11]1[CH2:16][CH2:15][NH:14][CH2:13][CH2:12]1.[Cl:17][C:18]([O:20][CH:21]([CH3:23])[CH3:22])=[O:19].C(OC(C)(C)C)(=O)[NH:25][NH2:26].C([BH3-])#N.[Na+].[OH-].[Na+]. The catalyst is CO.C(O)(=O)C.O1CCCC1. The product is [ClH:17].[CH:21]([O:20][C:18]([N:14]1[CH2:15][CH2:16][CH:11]([NH:25][NH2:26])[CH2:12][CH2:13]1)=[O:19])([CH3:23])[CH3:22]. The yield is 0.560. (8) The reactants are [Cl:1][C:2]1[CH:8]=[CH:7][C:5]([NH2:6])=[CH:4][C:3]=1[C:9]([F:12])([F:11])[F:10].C(N(CC)CC)C.[C:20](Cl)(=[O:25])[C:21]([CH3:24])([CH3:23])[CH3:22]. The catalyst is C1COCC1. The product is [Cl:1][C:2]1[CH:8]=[CH:7][C:5]([NH:6][C:20](=[O:25])[C:21]([CH3:24])([CH3:23])[CH3:22])=[CH:4][C:3]=1[C:9]([F:10])([F:11])[F:12]. The yield is 0.950.